Dataset: Forward reaction prediction with 1.9M reactions from USPTO patents (1976-2016). Task: Predict the product of the given reaction. (1) Given the reactants [Cl:1][C:2]1[C:3]([OH:12])=[N:4][C:5]2[C:10]([N:11]=1)=[CH:9][CH:8]=[CH:7][CH:6]=2.N1C2C(=CC=CC=2)N=CC=1.[N+]1([O-])C2C(=CC=CC=2)[N+]([O-])=CC=1.C(Cl)(=O)C.O[C@@H:40]1[CH2:44][N:43]([C:45]([O:47][C:48]([CH3:51])([CH3:50])[CH3:49])=[O:46])[C@H:42]([C:52]([O:54][CH3:55])=[O:53])[CH2:41]1.C1C=CC(P(C2C=CC=CC=2)C2C=CC=CC=2)=CC=1.CC(OC(/N=N/C(OC(C)C)=O)=O)C, predict the reaction product. The product is: [Cl:1][C:2]1[C:3]([O:12][C@H:40]2[CH2:44][N:43]([C:45]([O:47][C:48]([CH3:51])([CH3:50])[CH3:49])=[O:46])[C@H:42]([C:52]([O:54][CH3:55])=[O:53])[CH2:41]2)=[N:4][C:5]2[C:10]([N:11]=1)=[CH:9][CH:8]=[CH:7][CH:6]=2. (2) The product is: [CH3:29][N:7]1[CH:3]([C:10]2[CH:11]=[CH:12][CH:13]=[CH:14][CH:15]=2)[C:4](=[O:9])[N:5]([C:26]([C:16]2[C:25]3[C:20](=[CH:21][CH:22]=[CH:23][CH:24]=3)[CH:19]=[CH:18][CH:17]=2)=[O:27])[C:6]1=[O:8]. Given the reactants [K].C[C:3]1([C:10]2[CH:15]=[CH:14][CH:13]=[CH:12][CH:11]=2)[NH:7][C:6](=[O:8])[NH:5][C:4]1=[O:9].[C:16]1([C:26](Cl)=[O:27])[C:25]2[C:20](=[CH:21][CH:22]=[CH:23][CH:24]=2)[CH:19]=[CH:18][CH:17]=1.[C:29](OCC)(=O)C, predict the reaction product. (3) Given the reactants [CH2:1]([N:8]([CH2:15][C:16]1[C:21](Cl)=[N:20][C:19]([N:23]([CH:25]2[CH2:28][CH2:27][CH2:26]2)[CH3:24])=[CH:18][N:17]=1)[CH2:9][C@@H:10]([OH:14])[CH2:11][O:12][CH3:13])[C:2]1[CH:7]=[CH:6][CH:5]=[CH:4][CH:3]=1.CC(C)([O-])C.[K+].O, predict the reaction product. The product is: [CH2:1]([N:8]1[CH2:15][C:16]2[N:17]=[CH:18][C:19]([N:23]([CH:25]3[CH2:28][CH2:27][CH2:26]3)[CH3:24])=[N:20][C:21]=2[O:14][C@@H:10]([CH2:11][O:12][CH3:13])[CH2:9]1)[C:2]1[CH:7]=[CH:6][CH:5]=[CH:4][CH:3]=1. (4) Given the reactants [C:1]([O:5][C:6]([NH:8][C@@H:9]([C:14]([OH:16])=O)[CH2:10][CH:11]([CH3:13])[CH3:12])=[O:7])([CH3:4])([CH3:3])[CH3:2].Cl.[CH:18]1([CH2:21][C@@H:22]([C:24]([O:26][CH2:27][C:28]2[CH:33]=[CH:32][CH:31]=[CH:30][CH:29]=2)=[O:25])[NH2:23])[CH2:20][CH2:19]1, predict the reaction product. The product is: [C:1]([O:5][C:6]([NH:8][C@@H:9]([C:14]([NH:23][C@H:22]([C:24]([O:26][CH2:27][C:28]1[CH:29]=[CH:30][CH:31]=[CH:32][CH:33]=1)=[O:25])[CH2:21][CH:18]1[CH2:20][CH2:19]1)=[O:16])[CH2:10][CH:11]([CH3:12])[CH3:13])=[O:7])([CH3:2])([CH3:3])[CH3:4]. (5) The product is: [F:1][C:2]([F:18])([F:17])[C:3]([N:5]1[CH2:29][C:24](=[CH2:25])[C:9]2[CH:10]=[CH:11][C:12]([O:14][CH3:15])=[CH:13][C:8]=2[CH2:7][CH2:6]1)=[O:4]. Given the reactants [F:1][C:2]([F:18])([F:17])[C:3]([NH:5][CH2:6][CH2:7][C:8]1[CH:13]=[C:12]([O:14][CH3:15])[CH:11]=[CH:10][C:9]=1I)=[O:4].CC([O-])=O.[K+].[CH:24]1[CH:29]=CC(P(C2C=CC=CC=2)C2C=CC=CC=2)=C[CH:25]=1, predict the reaction product. (6) The product is: [Cl-:1].[CH:2]1([C:8]2([CH2:28][N:29]3[C:33]([CH3:34])([CH3:35])[CH2:32][O:31][C:30]3=[O:36])[CH2:9][CH2:10][N:11]([C:14]([C@H:16]3[C@H:20]([C:21]4[CH:22]=[CH:23][C:24]([F:27])=[CH:25][CH:26]=4)[CH2:19][NH+:18]([CH:38]([CH3:40])[CH3:37])[CH2:17]3)=[O:15])[CH2:12][CH2:13]2)[CH2:7][CH2:6][CH2:5][CH2:4][CH2:3]1. Given the reactants [Cl-:1].[CH:2]1([C:8]2([CH2:28][N:29]3[C:33]([CH3:35])([CH3:34])[CH2:32][O:31][C:30]3=[O:36])[CH2:13][CH2:12][N:11]([C:14]([C@@H:16]3[C@H:20]([C:21]4[CH:26]=[CH:25][C:24]([F:27])=[CH:23][CH:22]=4)[CH2:19][NH2+:18][CH2:17]3)=[O:15])[CH2:10][CH2:9]2)[CH2:7][CH2:6][CH2:5][CH2:4][CH2:3]1.[CH3:37][C:38]([CH3:40])=O.C(O)(=O)C.C(O[BH-](OC(=O)C)OC(=O)C)(=O)C.[Na+], predict the reaction product.